From a dataset of Peptide-MHC class II binding affinity with 134,281 pairs from IEDB. Regression. Given a peptide amino acid sequence and an MHC pseudo amino acid sequence, predict their binding affinity value. This is MHC class II binding data. (1) The peptide sequence is WLWYIKIFIMIVGGLIG. The MHC is DRB1_0401 with pseudo-sequence DRB1_0401. The binding affinity (normalized) is 0.376. (2) The peptide sequence is EKKYFAATQFESLAA. The MHC is HLA-DPA10201-DPB10101 with pseudo-sequence HLA-DPA10201-DPB10101. The binding affinity (normalized) is 1.00. (3) The binding affinity (normalized) is 0. The peptide sequence is PFVDVGVSALLLAAGCW. The MHC is DRB4_0101 with pseudo-sequence DRB4_0103. (4) The peptide sequence is MADKPHETAIKEVVMAYV. The MHC is DRB1_0101 with pseudo-sequence DRB1_0101. The binding affinity (normalized) is 0. (5) The peptide sequence is AQLGYTIRQLERLLQ. The MHC is HLA-DQA10501-DQB10201 with pseudo-sequence HLA-DQA10501-DQB10201. The binding affinity (normalized) is 0.291. (6) The peptide sequence is GTSDEFPHSNGEIED. The MHC is DRB1_1301 with pseudo-sequence DRB1_1301. The binding affinity (normalized) is 0.